From a dataset of NCI-60 drug combinations with 297,098 pairs across 59 cell lines. Regression. Given two drug SMILES strings and cell line genomic features, predict the synergy score measuring deviation from expected non-interaction effect. (1) Drug 1: C1=CN(C(=O)N=C1N)C2C(C(C(O2)CO)O)O.Cl. Drug 2: C1CN(P(=O)(OC1)NCCCl)CCCl. Cell line: NCI/ADR-RES. Synergy scores: CSS=20.1, Synergy_ZIP=2.35, Synergy_Bliss=4.77, Synergy_Loewe=-14.3, Synergy_HSA=0.877. (2) Synergy scores: CSS=27.7, Synergy_ZIP=-6.33, Synergy_Bliss=-8.56, Synergy_Loewe=-9.06, Synergy_HSA=-8.77. Drug 2: C1=C(C(=O)NC(=O)N1)F. Cell line: NCI/ADR-RES. Drug 1: CNC(=O)C1=CC=CC=C1SC2=CC3=C(C=C2)C(=NN3)C=CC4=CC=CC=N4.